Dataset: Full USPTO retrosynthesis dataset with 1.9M reactions from patents (1976-2016). Task: Predict the reactants needed to synthesize the given product. (1) Given the product [N:49]1[CH:50]=[CH:51][CH:52]=[CH:53][C:48]=1[CH:34]1[C:35]([C:37]2[CH:38]=[CH:39][C:40]3[O:45][CH2:44][C:43](=[O:46])[NH:42][C:41]=3[CH:47]=2)=[CH:5][C:4]2[C:3](=[CH:28][CH:27]=[CH:26][CH:25]=2)[S:2]1, predict the reactants needed to synthesize it. The reactants are: [Br-].[SH:2][C:3]1[CH:28]=[CH:27][CH:26]=[CH:25][C:4]=1[CH2:5][P+](C1C=CC=CC=1)(C1C=CC=CC=1)C1C=CC=CC=1.C[O-].[Na+].Br.Br[CH:34]([C:48]1[CH:53]=[CH:52][CH:51]=[CH:50][N:49]=1)[C:35]([C:37]1[CH:38]=[CH:39][C:40]2[O:45][CH2:44][C:43](=[O:46])[NH:42][C:41]=2[CH:47]=1)=O.C1COCC1. (2) Given the product [CH3:22][O:23][C:24]1[CH:25]=[C:26]([NH:27]/[C:13](=[C:6]2\[C:5](=[O:21])[NH:4][C:12]3[C:7]\2=[CH:8][CH:9]=[CH:10][CH:11]=3)/[C:14]2[CH:15]=[CH:16][CH:17]=[CH:18][CH:19]=2)[CH:28]=[CH:29][CH:30]=1, predict the reactants needed to synthesize it. The reactants are: C([N:4]1[C:12]2[C:7](=[CH:8][CH:9]=[CH:10][CH:11]=2)[C:6](=[C:13](Cl)[C:14]2[CH:19]=[CH:18][CH:17]=[CH:16][CH:15]=2)[C:5]1=[O:21])(=O)C.[CH3:22][O:23][C:24]1[CH:25]=[C:26]([CH:28]=[CH:29][CH:30]=1)[NH2:27].[OH-].[Na+]. (3) Given the product [C:25]([O:24][C:22]([NH:29][CH2:30][CH2:31][NH:32][C:10]1[N:9]=[C:8]([NH:7][C:6](=[O:21])[O:5][C:1]([CH3:4])([CH3:3])[CH3:2])[C:13]([C:14](=[O:19])[C:15]([F:18])([F:17])[F:16])=[CH:12][CH:11]=1)=[O:23])([CH3:28])([CH3:27])[CH3:26], predict the reactants needed to synthesize it. The reactants are: [C:1]([O:5][C:6](=[O:21])[NH:7][C:8]1[C:13]([C:14](=[O:19])[C:15]([F:18])([F:17])[F:16])=[CH:12][CH:11]=[C:10](Cl)[N:9]=1)([CH3:4])([CH3:3])[CH3:2].[C:22]([NH:29][CH2:30][CH2:31][NH2:32])([O:24][C:25]([CH3:28])([CH3:27])[CH3:26])=[O:23].C(N(CC)C(C)C)(C)C. (4) Given the product [CH3:25][O:24][C:18]1[CH:17]=[C:16]([CH:12]([NH:11][C:6]2[CH:5]=[C:4]3[C:9](=[CH:8][CH:7]=2)[C:33](=[O:37])[NH:32][NH:2][C:1]3=[O:3])[C:13]([OH:15])=[O:14])[CH:21]=[CH:20][C:19]=1[O:22][CH3:23], predict the reactants needed to synthesize it. The reactants are: [C:1]([C:4]1[CH:5]=[C:6]([NH:11][CH:12]([C:16]2[CH:21]=[CH:20][C:19]([O:22][CH3:23])=[C:18]([O:24][CH3:25])[CH:17]=2)[C:13]([OH:15])=[O:14])[CH:7]=[CH:8][C:9]=1F)(=[O:3])[NH2:2].NC1C=C2C(=CC=1)[C:33](=[O:37])[NH:32]NC2=O.COC1C=C(B(O)O)C=CC=1OC.O.C(O)(=O)C=O. (5) Given the product [CH3:1][O:2][C:3]1[C:12]([NH:13][C:14]([N:33]2[CH2:32][CH2:31][N:30]([C:26]3[CH:27]=[CH:28][CH:29]=[C:24]([Cl:23])[CH:25]=3)[CH2:35][CH2:34]2)=[O:18])=[N:11][C:10]2[C:5](=[CH:6][C:7]([O:21][CH3:22])=[C:8]([O:19][CH3:20])[CH:9]=2)[N:4]=1, predict the reactants needed to synthesize it. The reactants are: [CH3:1][O:2][C:3]1[C:12]([NH:13][C:14](=[O:18])OCC)=[N:11][C:10]2[C:5](=[CH:6][C:7]([O:21][CH3:22])=[C:8]([O:19][CH3:20])[CH:9]=2)[N:4]=1.[Cl:23][C:24]1[CH:25]=[C:26]([N:30]2[CH2:35][CH2:34][NH:33][CH2:32][CH2:31]2)[CH:27]=[CH:28][CH:29]=1. (6) Given the product [F:1][C:2]1[CH:7]=[CH:6][C:5]([NH:8][C:9]([C:11]2([C:14]([NH:38][C:35]3[CH:36]=[CH:37][C:32]([O:31][C:22]4[C:21]5[C:26](=[CH:27][C:28]([O:29][CH3:30])=[C:19]([O:18][CH3:17])[CH:20]=5)[N:25]=[CH:24][CH:23]=4)=[CH:33][CH:34]=3)=[O:15])[CH2:13][CH2:12]2)=[O:10])=[CH:4][CH:3]=1, predict the reactants needed to synthesize it. The reactants are: [F:1][C:2]1[CH:7]=[CH:6][C:5]([NH:8][C:9]([C:11]2([C:14](Cl)=[O:15])[CH2:13][CH2:12]2)=[O:10])=[CH:4][CH:3]=1.[CH3:17][O:18][C:19]1[CH:20]=[C:21]2[C:26](=[CH:27][C:28]=1[O:29][CH3:30])[N:25]=[CH:24][CH:23]=[C:22]2[O:31][C:32]1[CH:37]=[CH:36][C:35]([NH2:38])=[CH:34][CH:33]=1.C(=O)([O-])[O-].[K+].[K+]. (7) The reactants are: [ClH:1].CCOC(C)=O.[CH2:8]([N:10]([CH2:18][CH2:19][C:20]1[CH:24]=[CH:23][N:22]([C:25]2[CH:30]=[CH:29][C:28]([F:31])=[CH:27][N:26]=2)[N:21]=1)C(=O)OC(C)(C)C)[CH3:9]. Given the product [ClH:1].[CH2:8]([NH:10][CH2:18][CH2:19][C:20]1[CH:24]=[CH:23][N:22]([C:25]2[CH:30]=[CH:29][C:28]([F:31])=[CH:27][N:26]=2)[N:21]=1)[CH3:9], predict the reactants needed to synthesize it.